Task: Predict the reactants needed to synthesize the given product.. Dataset: Full USPTO retrosynthesis dataset with 1.9M reactions from patents (1976-2016) (1) The reactants are: [OH:1][CH2:2][CH:3]1[C:12]2[C:7](=[C:8]([C:13]#[N:14])[CH:9]=[CH:10][CH:11]=2)[O:6][CH2:5][CH2:4]1.C([O-])(O)=O.[Na+].CC(OI1(OC(C)=O)(OC(C)=O)OC(=O)C2C=CC=CC1=2)=O. Given the product [CH:2]([CH:3]1[C:12]2[C:7](=[C:8]([C:13]#[N:14])[CH:9]=[CH:10][CH:11]=2)[O:6][CH2:5][CH2:4]1)=[O:1], predict the reactants needed to synthesize it. (2) Given the product [CH3:23][NH:22][S:21]([C:13]1[CH:12]=[C:11]([C:9]2[CH:10]=[C:5]([CH2:4][CH2:3][CH:2]=[O:1])[N:6]=[C:7]([C:26]#[N:27])[N:8]=2)[CH:16]=[C:15]([C:17]([F:19])([F:18])[F:20])[CH:14]=1)(=[O:25])=[O:24], predict the reactants needed to synthesize it. The reactants are: [OH:1][CH2:2][CH2:3][CH2:4][C:5]1[CH:10]=[C:9]([C:11]2[CH:16]=[C:15]([C:17]([F:20])([F:19])[F:18])[CH:14]=[C:13]([S:21](=[O:25])(=[O:24])[NH:22][CH3:23])[CH:12]=2)[N:8]=[C:7]([C:26]#[N:27])[N:6]=1.CC(OI1(OC(C)=O)(OC(C)=O)OC(=O)C2C=CC=CC1=2)=O. (3) The reactants are: [C:1]1([C:11]2[S:15][C:14]([C:16]([OH:18])=O)=[CH:13][CH:12]=2)[C:10]2[C:5](=[CH:6][CH:7]=[CH:8][CH:9]=2)[CH:4]=[CH:3][CH:2]=1.S(Cl)([Cl:21])=O. Given the product [C:1]1([C:11]2[S:15][C:14]([C:16]([Cl:21])=[O:18])=[CH:13][CH:12]=2)[C:10]2[C:5](=[CH:6][CH:7]=[CH:8][CH:9]=2)[CH:4]=[CH:3][CH:2]=1, predict the reactants needed to synthesize it. (4) Given the product [Cl:17][C:18]1[CH:19]=[CH:20][C:21]([C:24]2[CH:25]=[CH:26][C:27]([C:30]#[C:31][C:15]3[CH:14]=[CH:13][C:4]([O:5][CH2:6][CH2:7][N:8]4[CH2:12][CH2:11][CH2:10][CH2:9]4)=[CH:3][C:2]=3[F:1])=[N:28][CH:29]=2)=[CH:22][CH:23]=1, predict the reactants needed to synthesize it. The reactants are: [F:1][C:2]1[CH:3]=[C:4]([CH:13]=[CH:14][C:15]=1I)[O:5][CH2:6][CH2:7][N:8]1[CH2:12][CH2:11][CH2:10][CH2:9]1.[Cl:17][C:18]1[CH:23]=[CH:22][C:21]([C:24]2[CH:25]=[CH:26][C:27]([C:30]#[CH:31])=[N:28][CH:29]=2)=[CH:20][CH:19]=1. (5) Given the product [CH2:13]([C:2]1[S:19][C:18]([NH2:20])=[N:17][C:3]=1[C:5]1[CH:10]=[CH:9][C:8]([O:11][CH3:12])=[CH:7][CH:6]=1)[CH2:14][CH2:15][CH3:16], predict the reactants needed to synthesize it. The reactants are: Br[CH:2]([CH2:13][CH2:14][CH2:15][CH3:16])[C:3]([C:5]1[CH:10]=[CH:9][C:8]([O:11][CH3:12])=[CH:7][CH:6]=1)=O.[NH2:17][C:18]([NH2:20])=[S:19].C([O-])(=O)C.[Na+]. (6) Given the product [CH3:13][C:14]1[CH:15]=[C:16]([CH:17]=[CH:18][C:19]=1[CH3:20])[O:21][C:2]1[CH:12]=[CH:11][C:5]([C:6]([O:8][CH2:9][CH3:10])=[O:7])=[CH:4][CH:3]=1, predict the reactants needed to synthesize it. The reactants are: Br[C:2]1[CH:12]=[CH:11][C:5]([C:6]([O:8][CH2:9][CH3:10])=[O:7])=[CH:4][CH:3]=1.[CH3:13][C:14]1[CH:15]=[C:16]([OH:21])[CH:17]=[CH:18][C:19]=1[CH3:20]. (7) Given the product [CH2:24]=[C:12]1[CH2:7][NH:6][C@:16]([C:17]2[CH:22]=[CH:21][CH:20]=[CH:19][CH:18]=2)([C:32]([O:31][CH3:30])=[O:33])[CH2:11]1, predict the reactants needed to synthesize it. The reactants are: Cl.COC(=O)C[NH:6][C:7]1[CH:12]=[CH:11]C=CC=1.[OH-].[Na+].[CH:16](=O)[C:17]1[CH:22]=[CH:21][CH:20]=[CH:19][CH:18]=1.[CH2:24]=C(CCl)CCl.[CH3:30][O:31][CH:32](OC)[O:33]C. (8) Given the product [NH2:7][C@@H:8]([CH2:28][C:29]1[CH:30]=[CH:31][CH:32]=[CH:33][CH:34]=1)[CH2:9][NH:10][C:11]1[C:12]2[CH:26]=[CH:25][N:24]=[C:23]([NH2:36])[C:13]=2[N:14]=[C:15]([N:17]2[CH2:22][CH2:21][O:20][CH2:19][CH2:18]2)[N:16]=1, predict the reactants needed to synthesize it. The reactants are: C(OC(=O)[NH:7][C@@H:8]([CH2:28][C:29]1[CH:34]=[CH:33][CH:32]=[CH:31][CH:30]=1)[CH2:9][NH:10][C:11]1[C:12]2[CH:26]=[CH:25][N:24]=[C:23](Cl)[C:13]=2[N:14]=[C:15]([N:17]2[CH2:22][CH2:21][O:20][CH2:19][CH2:18]2)[N:16]=1)(C)(C)C.[NH4+:36].[OH-]. (9) Given the product [CH3:1][O:2][C:3](=[O:19])[C:4]([C:5](=[O:6])[C:7]1[CH:12]=[CH:11][C:10]([F:13])=[CH:9][CH:8]=1)=[C:14]([O:18][CH3:20])[CH:15]([CH3:17])[CH3:16], predict the reactants needed to synthesize it. The reactants are: [CH3:1][O:2][C:3](=[O:19])[C:4]([C:14](=[O:18])[CH:15]([CH3:17])[CH3:16])=[C:5]([C:7]1[CH:12]=[CH:11][C:10]([F:13])=[CH:9][CH:8]=1)[OH:6].[CH3:20]OC(OC)(OC)C1C=CC=CC=1.S([O-])([O-])(=O)=O.[Mg+2].S(=O)(=O)(O)O.